This data is from Peptide-MHC class II binding affinity with 134,281 pairs from IEDB. The task is: Regression. Given a peptide amino acid sequence and an MHC pseudo amino acid sequence, predict their binding affinity value. This is MHC class II binding data. (1) The peptide sequence is PAEARKVCYNAVLTH. The MHC is DRB4_0101 with pseudo-sequence DRB4_0103. The binding affinity (normalized) is 0.153. (2) The peptide sequence is AIKAGTGGAYESYKF. The MHC is HLA-DQA10501-DQB10301 with pseudo-sequence HLA-DQA10501-DQB10301. The binding affinity (normalized) is 0.821. (3) The peptide sequence is QRPLVTIKIGGQLKE. The MHC is DRB1_1001 with pseudo-sequence DRB1_1001. The binding affinity (normalized) is 0.602. (4) The peptide sequence is RTATNIWIDHNSFSN. The MHC is DRB1_0701 with pseudo-sequence DRB1_0701. The binding affinity (normalized) is 0.360. (5) The peptide sequence is LAWLVQASANSAAMA. The MHC is HLA-DPA10103-DPB10301 with pseudo-sequence HLA-DPA10103-DPB10301. The binding affinity (normalized) is 0.312. (6) The peptide sequence is AFKVAATAANAAPYN. The MHC is HLA-DPA10103-DPB10301 with pseudo-sequence HLA-DPA10103-DPB10301. The binding affinity (normalized) is 0.839.